From a dataset of Full USPTO retrosynthesis dataset with 1.9M reactions from patents (1976-2016). Predict the reactants needed to synthesize the given product. (1) Given the product [C:47]1([C:50]#[C:51][C:28]2[CH:27]=[CH:26][C:25]([C:24]([OH:23])=[O:61])=[CH:30][CH:29]=2)[CH:48]=[CH:49][CH:44]=[CH:45][CH:46]=1, predict the reactants needed to synthesize it. The reactants are: O[C@@H]1CCN(C(C2C=CC(OC(F)(F)F)=CC=2)=O)[C@H]1C(N[O:23][CH2:24][C:25]1[CH:30]=[CH:29][CH:28]=[CH:27][CH:26]=1)=O.NCCNCC(NC([C:44]1[CH:49]=[CH:48][C:47]([C:50]2C=CC(CC)=C[CH:51]=2)=[CH:46][CH:45]=1)=O)C(=O)NO.C1C[O:61]CC1. (2) Given the product [CH3:18][O:17][C:15]1[CH:14]=[C:13]([CH2:19][OH:20])[CH:12]=[C:11]([N:10]=[CH:6][C:5]2[CH:4]=[N:3][C:2]([CH3:21])=[CH:9][CH:8]=2)[CH:16]=1, predict the reactants needed to synthesize it. The reactants are: F[C:2]1[CH:9]=[CH:8][C:5]([CH:6]=O)=[CH:4][N:3]=1.[NH2:10][C:11]1[CH:12]=[C:13]([CH2:19][OH:20])[CH:14]=[C:15]([O:17][CH3:18])[CH:16]=1.[CH2:21](O)C. (3) Given the product [CH2:38]([O:37][C:35]([C:31]1([CH2:30][CH2:29][CH2:28][CH2:27][C:10](=[O:44])[CH2:9][CH2:8][CH2:7][CH2:6][C:5]([CH3:23])([CH3:24])[C:4]([O:3][CH2:1][CH3:2])=[O:25])[CH2:34][CH2:33][CH2:32]1)=[O:36])[CH3:39], predict the reactants needed to synthesize it. The reactants are: [CH2:1]([O:3][C:4](=[O:25])[C:5]([CH3:24])([CH3:23])[CH2:6][CH2:7][CH2:8][CH2:9][CH:10]([N+]#C)S(C1C=CC(C)=CC=1)(=O)=O)[CH3:2].I[CH2:27][CH2:28][CH2:29][CH2:30][C:31]1([C:35]([O:37][CH2:38][CH3:39])=[O:36])[CH2:34][CH2:33][CH2:32]1.CC([O-:44])(C)C.[K+].